From a dataset of Reaction yield outcomes from USPTO patents with 853,638 reactions. Predict the reaction yield, written as a fraction of the theoretical maximum amount of product (1.0 means a 100% yield; for example, 0.34 means a 34% yield). (1) The reactants are [C:1]([O:4][CH2:5][C:6]1[C:11]([N:12]2[CH2:24][CH2:23][N:15]3[C:16]4[CH2:17][CH2:18][CH2:19][CH2:20][C:21]=4[CH:22]=[C:14]3[C:13]2=[O:25])=[CH:10][C:9]([F:26])=[CH:8][C:7]=1N1CCN2C3CCCCC=3C=C2C1=O)(=[O:3])[CH3:2].[N:41]1([CH2:45][C:46]2[N:50]([CH3:51])[N:49]=[C:48]([NH:52][C:53]3[C:54](=[O:61])[N:55]([CH3:60])[CH:56]=[C:57](Br)[CH:58]=3)[CH:47]=2)[CH2:44][CH2:43][CH2:42]1.C(=O)([O-])[O-].[Na+].[Na+]. The catalyst is C1C=CC([P]([Pd]([P](C2C=CC=CC=2)(C2C=CC=CC=2)C2C=CC=CC=2)([P](C2C=CC=CC=2)(C2C=CC=CC=2)C2C=CC=CC=2)[P](C2C=CC=CC=2)(C2C=CC=CC=2)C2C=CC=CC=2)(C2C=CC=CC=2)C2C=CC=CC=2)=CC=1.COCCOC. The product is [C:1]([O:4][CH2:5][C:6]1[C:11]([N:12]2[CH2:24][CH2:23][N:15]3[C:16]4[CH2:17][CH2:18][CH2:19][CH2:20][C:21]=4[CH:22]=[C:14]3[C:13]2=[O:25])=[CH:10][C:9]([F:26])=[CH:8][C:7]=1[C:57]1[CH:58]=[C:53]([NH:52][C:48]2[CH:47]=[C:46]([CH2:45][N:41]3[CH2:44][CH2:43][CH2:42]3)[N:50]([CH3:51])[N:49]=2)[C:54](=[O:61])[N:55]([CH3:60])[CH:56]=1)(=[O:3])[CH3:2]. The yield is 0.0300. (2) The yield is 0.730. The product is [NH:24]([C:3]([C:5]1[CH:22]=[CH:21][C:8]([C:9]([NH:11][C:12]2[CH:20]=[CH:19][C:15]([C:16]([OH:18])=[O:17])=[CH:14][CH:13]=2)=[O:10])=[CH:7][CH:6]=1)=[O:2])[NH2:25]. The catalyst is CCO.O. The reactants are C[O:2][C:3]([C:5]1[CH:22]=[CH:21][C:8]([C:9]([NH:11][C:12]2[CH:20]=[CH:19][C:15]([C:16]([OH:18])=[O:17])=[CH:14][CH:13]=2)=[O:10])=[CH:7][CH:6]=1)=O.O.[NH2:24][NH2:25].CC(O)=O.